Task: Predict the reaction yield, written as a fraction of the theoretical maximum amount of product (1.0 means a 100% yield; for example, 0.34 means a 34% yield).. Dataset: Reaction yield outcomes from USPTO patents with 853,638 reactions (1) The reactants are Br[CH2:2][CH2:3][O:4][CH2:5][CH2:6][N:7]1[C:11]2[CH:12]=[CH:13][CH:14]=[CH:15][C:10]=2[N:9]([C:16]2[CH:21]=[CH:20][CH:19]=[CH:18][C:17]=2[F:22])[S:8]1(=[O:24])=[O:23].[CH3:25][CH:26]1[CH2:31][NH:30][CH2:29][CH:28]([CH3:32])[NH:27]1. No catalyst specified. The product is [CH3:25][CH:26]1[NH:27][CH:28]([CH3:32])[CH2:29][N:30]([CH2:2][CH2:3][O:4][CH2:5][CH2:6][N:7]2[C:11]3[CH:12]=[CH:13][CH:14]=[CH:15][C:10]=3[N:9]([C:16]3[CH:21]=[CH:20][CH:19]=[CH:18][C:17]=3[F:22])[S:8]2(=[O:24])=[O:23])[CH2:31]1. The yield is 0.920. (2) The reactants are Br[C:2]1[CH:7]=[CH:6][C:5]([Cl:8])=[C:4]([Cl:9])[CH:3]=1.[Li]CCCC.[F:15][C:16]([F:23])([CH3:22])[C:17](OCC)=[O:18]. The catalyst is CCOCC. The product is [Cl:9][C:4]1[CH:3]=[C:2]([C:17](=[O:18])[C:16]([F:23])([F:15])[CH3:22])[CH:7]=[CH:6][C:5]=1[Cl:8]. The yield is 0.710. (3) The reactants are Cl[CH:2]([C:7]1[CH:11]=[C:10]([C:12]2[CH:17]=[CH:16][CH:15]=[CH:14][CH:13]=2)[O:9][C:8]=1[CH3:18])[CH2:3][CH:4]([CH3:6])[CH3:5].[NH2:19][C:20]1[CH:29]=[CH:28][C:23]([C:24]([O:26]C)=[O:25])=[CH:22][C:21]=1[O:30][CH3:31].C(=O)([O-])[O-].[Na+].[Na+].[I-].[Na+]. The catalyst is CN(C)C(=O)C.O. The product is [CH3:31][O:30][C:21]1[CH:22]=[C:23]([CH:28]=[CH:29][C:20]=1[NH:19][CH:2]([C:7]1[CH:11]=[C:10]([C:12]2[CH:17]=[CH:16][CH:15]=[CH:14][CH:13]=2)[O:9][C:8]=1[CH3:18])[CH2:3][CH:4]([CH3:6])[CH3:5])[C:24]([OH:26])=[O:25]. The yield is 0.500. (4) The reactants are CCN(C(C)C)C(C)C.C1C=CC2N(O)N=NC=2C=1.C(OC([NH:27][C@H:28]([C:31]([OH:33])=O)[CH2:29][OH:30])=O)(C)(C)C.CCN=C=NCCCN(C)C.Cl.[Cl:46][C:47]1[CH:48]=[C:49]2[C:53](=[CH:54][CH:55]=1)[NH:52][C:51]([C:56]([NH:58][C@@H:59]1[CH2:67][C:66]3[C:61](=[CH:62][CH:63]=[CH:64][CH:65]=3)[C@H:60]1[NH:68][CH3:69])=[O:57])=[CH:50]2. The catalyst is CN(C=O)C.O. The product is [ClH:46].[Cl:46][C:47]1[CH:48]=[C:49]2[C:53](=[CH:54][CH:55]=1)[NH:52][C:51]([C:56]([NH:58][C@@H:59]1[CH2:67][C:66]3[C:61](=[CH:62][CH:63]=[CH:64][CH:65]=3)[C@H:60]1[N:68]([CH3:69])[C:31](=[O:33])[C@H:28]([CH2:29][OH:30])[NH2:27])=[O:57])=[CH:50]2. The yield is 0.560. (5) The reactants are [CH3:1][O:2][C@@H:3]([C@@H:21]1[CH2:25][CH2:24][CH2:23][N:22]1[C:26](=[O:45])[CH2:27][C@@H:28]([O:43][CH3:44])[C@@H:29]([N:34]([CH3:42])[C:35](=[O:41])[C@H:36]([CH:38]([CH3:40])[CH3:39])[NH2:37])[C@@H:30]([CH3:33])[CH2:31][CH3:32])[C@@H:4]([CH3:20])[C:5]([NH:7][C@H:8]([C:16]([O:18][CH3:19])=[O:17])[CH2:9][C:10]1[CH:15]=[CH:14][CH:13]=[CH:12][CH:11]=1)=[O:6].C(OC([N:53]1[CH2:60][CH2:59][CH2:58][C@:54]1([CH3:61])[C:55](O)=[O:56])=O)(C)(C)C.CN(C(ON1N=NC2C=CC=NC1=2)=[N+](C)C)C.F[P-](F)(F)(F)(F)F.CCN(C(C)C)C(C)C.[C:95]([OH:101])([C:97]([F:100])([F:99])[F:98])=[O:96]. The catalyst is ClCCl. The product is [F:98][C:97]([F:100])([F:99])[C:95]([OH:101])=[O:96].[CH3:61][C@:54]1([C:55]([NH:37][C@H:36]([C:35]([N:34]([C@@H:29]([C@@H:30]([CH3:33])[CH2:31][CH3:32])[C@H:28]([O:43][CH3:44])[CH2:27][C:26]([N:22]2[CH2:23][CH2:24][CH2:25][C@H:21]2[C@H:3]([O:2][CH3:1])[C@@H:4]([CH3:20])[C:5]([NH:7][C@@H:8]([CH2:9][C:10]2[CH:11]=[CH:12][CH:13]=[CH:14][CH:15]=2)[C:16]([O:18][CH3:19])=[O:17])=[O:6])=[O:45])[CH3:42])=[O:41])[CH:38]([CH3:39])[CH3:40])=[O:56])[CH2:58][CH2:59][CH2:60][NH:53]1. The yield is 0.540. (6) The reactants are [CH:1]([C:4]1[CH:9]=[CH:8][CH:7]=[CH:6][C:5]=1[NH:10][C:11]1[CH:12]=[C:13]([C:20]2[CH:25]=[CH:24][CH:23]=[CH:22][CH:21]=2)[CH:14]=[CH:15][C:16]=1[N+:17]([O-])=O)([CH3:3])[CH3:2].C(O)(=O)C. The catalyst is [Pd].C(O)C. The product is [CH:1]([C:4]1[CH:9]=[CH:8][CH:7]=[CH:6][C:5]=1[NH:10][C:11]1[CH:12]=[C:13]([C:20]2[CH:25]=[CH:24][CH:23]=[CH:22][CH:21]=2)[CH:14]=[CH:15][C:16]=1[NH2:17])([CH3:3])[CH3:2]. The yield is 0.990. (7) The yield is 1.00. The product is [CH3:25][N:7]([CH3:6])[C:8]1[CH:13]=[N:12][N:11]([CH:14]2[CH2:19][C:18]([CH3:20])([CH3:21])[CH2:17][C:16]([CH3:23])([CH3:22])[CH2:15]2)[C:10](=[O:24])[C:9]=1[CH:29]=[O:30]. No catalyst specified. The reactants are O=P(Cl)(Cl)Cl.[CH3:6][N:7]([CH3:25])[C:8]1[CH:13]=[N:12][N:11]([CH:14]2[CH2:19][C:18]([CH3:21])([CH3:20])[CH2:17][C:16]([CH3:23])([CH3:22])[CH2:15]2)[C:10](=[O:24])[CH:9]=1.CN([CH:29]=[O:30])C.